Dataset: Forward reaction prediction with 1.9M reactions from USPTO patents (1976-2016). Task: Predict the product of the given reaction. (1) Given the reactants [NH2:1][C:2]1[CH:12]=[CH:11][C:5]([C:6]([O:8][CH2:9][CH3:10])=[O:7])=[CH:4][CH:3]=1.C(N(CC)CC)C.FC(F)(F)S(O[Si:26]([CH3:29])([CH3:28])[CH3:27])(=O)=O, predict the reaction product. The product is: [CH3:27][Si:26]([N:1]([Si:26]([CH3:29])([CH3:28])[CH3:27])[C:2]1[CH:3]=[CH:4][C:5]([C:6]([O:8][CH2:9][CH3:10])=[O:7])=[CH:11][CH:12]=1)([CH3:29])[CH3:28]. (2) Given the reactants CC(OI1(OC(C)=O)(OC(C)=O)OC(=O)C2C=CC=CC1=2)=O.[Cl:23][C:24]1[CH:29]=[CH:28][C:27]([S:30]([N:33]2[C:37]3[CH2:38][CH:39]4[N:44]([S:45]([C:48]5[CH:53]=[CH:52][C:51]([Cl:54])=[CH:50][CH:49]=5)(=[O:47])=[O:46])[CH:43]([C:36]=3[CH:35]=[N:34]2)[CH2:42][CH:41]([CH2:55][OH:56])[CH2:40]4)(=[O:32])=[O:31])=[CH:26][CH:25]=1.[Cl:57][C:58]1[CH:63]=[CH:62][C:61]([S:64]([N:67]2[CH:71]=[C:70]3[CH:72]4[N:78]([S:79]([C:82]5[CH:87]=[CH:86][C:85]([Cl:88])=[CH:84][CH:83]=5)(=[O:81])=[O:80])[CH:76]([CH2:77][C:69]3=[N:68]2)[CH2:75][CH:74]([CH2:89][OH:90])[CH2:73]4)(=[O:66])=[O:65])=[CH:60][CH:59]=1.C(=O)(O)[O-].[Na+].[O-]S([O-])(=O)=O.[Na+].[Na+], predict the reaction product. The product is: [Cl:23][C:24]1[CH:25]=[CH:26][C:27]([S:30]([N:33]2[C:37]3[CH2:38][CH:39]4[N:44]([S:45]([C:48]5[CH:49]=[CH:50][C:51]([Cl:54])=[CH:52][CH:53]=5)(=[O:47])=[O:46])[CH:43]([C:36]=3[CH:35]=[N:34]2)[CH2:42][CH:41]([CH:55]=[O:56])[CH2:40]4)(=[O:32])=[O:31])=[CH:28][CH:29]=1.[Cl:57][C:58]1[CH:59]=[CH:60][C:61]([S:64]([N:67]2[CH:71]=[C:70]3[CH:72]4[N:78]([S:79]([C:82]5[CH:83]=[CH:84][C:85]([Cl:88])=[CH:86][CH:87]=5)(=[O:81])=[O:80])[CH:76]([CH2:77][C:69]3=[N:68]2)[CH2:75][CH:74]([CH:89]=[O:90])[CH2:73]4)(=[O:66])=[O:65])=[CH:62][CH:63]=1. (3) The product is: [C:50]([C:46]1[CH:45]=[C:44]([C:26]2[C:22]([C:18]3[C:17]([F:42])=[C:16]([N:12]([CH2:13][O:14][CH3:15])[S:9]([C:3]4[CH:4]=[C:5]([F:8])[CH:6]=[CH:7][C:2]=4[F:1])(=[O:11])=[O:10])[CH:21]=[CH:20][CH:19]=3)=[N:23][N:24]([CH:36]3[CH2:37][CH2:38][O:39][CH2:40][CH2:41]3)[CH:25]=2)[CH:49]=[CH:48][N:47]=1)#[N:51]. Given the reactants [F:1][C:2]1[CH:7]=[CH:6][C:5]([F:8])=[CH:4][C:3]=1[S:9]([N:12]([C:16]1[CH:21]=[CH:20][CH:19]=[C:18]([C:22]2[C:26](B3OC(C)(C)C(C)(C)O3)=[CH:25][N:24]([CH:36]3[CH2:41][CH2:40][O:39][CH2:38][CH2:37]3)[N:23]=2)[C:17]=1[F:42])[CH2:13][O:14][CH3:15])(=[O:11])=[O:10].Br[C:44]1[CH:49]=[CH:48][N:47]=[C:46]([C:50]#[N:51])[CH:45]=1.C(=O)([O-])[O-].[Cs+].[Cs+], predict the reaction product. (4) The product is: [Cl:23][C:24]1[N:29]=[C:28]([NH:30][C:2]2[N:7]=[CH:6][C:5]3[N:8]=[C:9]([CH:14]([O:16][CH:17]4[CH2:22][CH2:21][CH2:20][CH2:19][O:18]4)[CH3:15])[N:10]([CH:11]([CH3:13])[CH3:12])[C:4]=3[CH:3]=2)[CH:27]=[CH:26][N:25]=1. Given the reactants Br[C:2]1[N:7]=[CH:6][C:5]2[N:8]=[C:9]([CH:14]([O:16][CH:17]3[CH2:22][CH2:21][CH2:20][CH2:19][O:18]3)[CH3:15])[N:10]([CH:11]([CH3:13])[CH3:12])[C:4]=2[CH:3]=1.[Cl:23][C:24]1[N:29]=[C:28]([NH2:30])[CH:27]=[CH:26][N:25]=1.C1(P(C2C=CC=CC=2)C2C3OC4C(=CC=CC=4P(C4C=CC=CC=4)C4C=CC=CC=4)C(C)(C)C=3C=CC=2)C=CC=CC=1.C(=O)([O-])[O-].[Cs+].[Cs+], predict the reaction product. (5) Given the reactants [OH:1][C@H:2]1[C:11](=[O:12])[C:10]2[CH:9]=[CH:8][N:7]3[CH:13]=[C:14]([CH3:16])[N:15]=[C:6]3[C:5]=2[NH:4][C@@H:3]1[C:17]1[CH:22]=[CH:21][CH:20]=[CH:19][CH:18]=1.[BH4-].[Na+].O, predict the reaction product. The product is: [OH:12][C@@H:11]1[C:10]2[CH:9]=[CH:8][N:7]3[CH:13]=[C:14]([CH3:16])[N:15]=[C:6]3[C:5]=2[NH:4][C@H:3]([C:17]2[CH:22]=[CH:21][CH:20]=[CH:19][CH:18]=2)[C@H:2]1[OH:1]. (6) Given the reactants [F:1][C:2]1[CH:3]=[C:4]([CH:14]=[CH:15][CH:16]=1)[CH2:5][O:6][C:7]1[CH:12]=[CH:11][C:10]([OH:13])=[CH:9][CH:8]=1.[C:21]1([CH:24]=[CH:23][C:21]([OH:22])=[CH:24][CH:23]=1)[OH:22].[Na].[C:26](O)(=[O:28])C, predict the reaction product. The product is: [CH3:26][O:28][C:21](=[O:22])[CH2:23][CH2:24][O:13][C:10]1[CH:11]=[CH:12][C:7]([O:6][CH2:5][C:4]2[CH:14]=[CH:15][CH:16]=[C:2]([F:1])[CH:3]=2)=[CH:8][CH:9]=1. (7) Given the reactants C(OC([N:8]1[C@H:13]([C:14](=[O:23])[NH:15][CH2:16][CH:17]2[CH2:22][CH2:21][CH2:20][CH2:19][CH2:18]2)[CH2:12][C@@H:11]2[C@H:9]1[CH2:10]2)=O)(C)(C)C.[C:24]([OH:30])([C:26]([F:29])([F:28])[F:27])=[O:25], predict the reaction product. The product is: [F:27][C:26]([F:29])([F:28])[C:24]([OH:30])=[O:25].[CH:17]1([CH2:16][NH:15][C:14]([C@@H:13]2[CH2:12][C@@H:11]3[C@@H:9]([CH2:10]3)[NH:8]2)=[O:23])[CH2:18][CH2:19][CH2:20][CH2:21][CH2:22]1. (8) The product is: [Cl:1][C:2]1[S:6][C:5]([C:7]([NH:9][C@@H:10]([CH2:20][C:21]2[CH:26]=[CH:25][CH:24]=[CH:23][C:22]=2[C:27]([F:30])([F:28])[F:29])[CH2:11][NH:12][C:13](=[O:19])[O:14][C:15]([CH3:16])([CH3:18])[CH3:17])=[O:8])=[CH:4][C:3]=1[C:31]1[N:35]([CH3:36])[N:34]=[CH:33][C:32]=1[Cl:37]. Given the reactants [Cl:1][C:2]1[S:6][C:5]([C:7]([NH:9][C@@H:10]([CH2:20][C:21]2[CH:26]=[CH:25][CH:24]=[CH:23][C:22]=2[C:27]([F:30])([F:29])[F:28])[CH2:11][NH:12][C:13](=[O:19])[O:14][C:15]([CH3:18])([CH3:17])[CH3:16])=[O:8])=[CH:4][C:3]=1[C:31]1[N:35]([CH3:36])[N:34]=[CH:33][CH:32]=1.[Cl:37]N1C(=O)CCC1=O, predict the reaction product. (9) The product is: [CH3:1][O:2][C:3]1[CH:4]=[C:5]2[C:10](=[CH:11][C:12]=1[O:13][CH3:14])[N:9]=[CH:8][CH:7]=[C:6]2[O:15][C:16]1[C:22]([CH3:23])=[CH:21][C:19]([NH:20][C:43](=[O:49])[O:44][CH2:45][CH2:56][CH2:55][O:54][C:53]2[CH:59]=[CH:60][CH:61]=[CH:62][C:52]=2[Cl:51])=[C:18]([CH3:24])[CH:17]=1. Given the reactants [CH3:1][O:2][C:3]1[CH:4]=[C:5]2[C:10](=[CH:11][C:12]=1[O:13][CH3:14])[N:9]=[CH:8][CH:7]=[C:6]2[O:15][C:16]1[C:22]([CH3:23])=[CH:21][C:19]([NH2:20])=[C:18]([CH3:24])[CH:17]=1.C1(C)C=CC=CC=1.C(N(CC)CC)C.ClC(Cl)(O[C:43](=[O:49])[O:44][C:45](Cl)(Cl)Cl)Cl.[Cl:51][C:52]1[CH:62]=[CH:61][CH:60]=[CH:59][C:53]=1[O:54][CH2:55][CH2:56]CO, predict the reaction product.